From a dataset of Forward reaction prediction with 1.9M reactions from USPTO patents (1976-2016). Predict the product of the given reaction. (1) Given the reactants [CH:1]([C@:3]12[CH2:41][CH2:40][C@@H:39]([C:42]([CH3:44])=[CH2:43])[C@@H:4]1[C@@H:5]1[C@@:18]([CH3:21])([CH2:19][CH2:20]2)[C@@:17]2([CH3:22])[C@@H:8]([C@:9]3([CH3:38])[C@@H:14]([CH2:15][CH2:16]2)[C:13]([CH3:24])([CH3:23])[C:12]([C:25]2[CH:37]=[CH:36][C:28]([C:29]([O:31][C:32]([CH3:35])([CH3:34])[CH3:33])=[O:30])=[CH:27][CH:26]=2)=[CH:11][CH2:10]3)[CH2:7][CH2:6]1)=O.[CH3:45][N:46]([CH3:50])[CH2:47][CH2:48][NH2:49].C(O[BH-](OC(=O)C)OC(=O)C)(=O)C.[Na+].CC(O)=O, predict the reaction product. The product is: [CH3:45][N:46]([CH3:50])[CH2:47][CH2:48][NH:49][CH2:1][C@:3]12[CH2:41][CH2:40][C@@H:39]([C:42]([CH3:44])=[CH2:43])[C@@H:4]1[C@@H:5]1[C@@:18]([CH3:21])([CH2:19][CH2:20]2)[C@@:17]2([CH3:22])[C@@H:8]([C@:9]3([CH3:38])[C@@H:14]([CH2:15][CH2:16]2)[C:13]([CH3:23])([CH3:24])[C:12]([C:25]2[CH:26]=[CH:27][C:28]([C:29]([O:31][C:32]([CH3:33])([CH3:34])[CH3:35])=[O:30])=[CH:36][CH:37]=2)=[CH:11][CH2:10]3)[CH2:7][CH2:6]1. (2) Given the reactants BrC1C=C(CO)C(O)=C(C)C=1OC.[CH2:14]([C:16]1[C:17]([OH:27])=[C:18]([C:21]([CH3:26])=[CH:22][C:23]=1[O:24][CH3:25])[CH:19]=[O:20])[CH3:15].[BH4-].[Na+].C1COCC1, predict the reaction product. The product is: [CH2:14]([C:16]1[C:23]([O:24][CH3:25])=[CH:22][C:21]([CH3:26])=[C:18]([CH2:19][OH:20])[C:17]=1[OH:27])[CH3:15]. (3) Given the reactants [CH2:1]([N:8]1[CH2:12][C@@H:11]2/[C:13](=[N:16]/[S@](C(C)(C)C)=O)/[CH2:14][CH2:15][C@@H:10]2[CH2:9]1)[C:2]1[CH:7]=[CH:6][CH:5]=[CH:4][CH:3]=1.C(N1C[C@H]2/C(=N/[S@](C(C)(C)C)=O)/CC[C@H]2C1)C1C=CC=CC=1, predict the reaction product. The product is: [CH2:1]([N:8]1[CH2:12][C@@H:11]2[C@@H:13]([NH2:16])[CH2:14][CH2:15][C@@H:10]2[CH2:9]1)[C:2]1[CH:3]=[CH:4][CH:5]=[CH:6][CH:7]=1. (4) The product is: [F:57][C:51]1[CH:52]=[C:53]([C:68]2[CH:67]=[C:66]([CH:71]=[CH:70][CH:69]=2)[C:64]([O:63][CH3:62])=[O:65])[CH:54]=[CH:55][C:50]=1[O:49][C@@H:36]1[C@@H:35]([OH:16])[C@@H:34]([OH:33])[C@H:39]([OH:40])[C@@H:38]([CH2:44][OH:45])[O:37]1. Given the reactants CNC(=O)C1C=CC=C(C2C=CC([O:16][C@@H]3[C@@H](O)[C@@H](O)[C@H](O)[C@@H](CO)O3)=C(C)C=2)C=1.C([O:33][C@@H:34]1[C@@H:39]([O:40]C(=O)C)[C@@H:38]([CH2:44][O:45]C(=O)C)[O:37][C@H:36]([O:49][C:50]2[CH:55]=[CH:54][C:53](Br)=[CH:52][C:51]=2[F:57])[C@H:35]1CC([O-])=O)(=O)C.[CH3:62][O:63][C:64]([C:66]1[CH:67]=[C:68](B(O)O)[CH:69]=[CH:70][CH:71]=1)=[O:65], predict the reaction product. (5) Given the reactants [NH:1]1[CH2:5][CH2:4][CH2:3][C:2]1=[O:6].[Br:7][C:8]1[CH:9]=[N:10][CH:11]=[C:12](Br)[CH:13]=1, predict the reaction product. The product is: [Br:7][C:8]1[CH:13]=[C:12]([N:1]2[CH2:5][CH2:4][CH2:3][C:2]2=[O:6])[CH:11]=[N:10][CH:9]=1. (6) The product is: [F:36][C:37]1[CH:38]=[CH:39][C:40]2[N:41]([CH:43]=[C:44]([C:46]([NH:48][C@H:49]3[CH2:54][CH2:53][C@@H:52]([N:55]4[C:60](=[O:61])[C:59]5[CH:62]=[C:63]([F:66])[CH:64]=[N:65][C:58]=5[N:57]([C:67]5[CH:68]=[C:69]([C:83]6[CH:84]=[CH:85][C:86]([O:87][CH2:88][CH2:89][N:90]7[CH2:91][CH2:92][CH2:93][CH2:94]7)=[CH:95][CH:96]=6)[CH:70]=[CH:71][CH:72]=5)[C:56]4=[O:74])[CH2:51][CH2:50]3)=[O:47])[N:45]=2)[CH:42]=1. Given the reactants C1(P(C2CCCCC2)C2C=CC=CC=2C2C(OC)=CC=CC=2OC)CCCCC1.C(=O)([O-])[O-].[K+].[K+].[F:36][C:37]1[CH:38]=[CH:39][C:40]2[N:41]([CH:43]=[C:44]([C:46]([NH:48][C@H:49]3[CH2:54][CH2:53][C@@H:52]([N:55]4[C:60](=[O:61])[C:59]5[CH:62]=[C:63]([F:66])[CH:64]=[N:65][C:58]=5[N:57]([C:67]5[CH:72]=[CH:71][CH:70]=[C:69](I)[CH:68]=5)[C:56]4=[O:74])[CH2:51][CH2:50]3)=[O:47])[N:45]=2)[CH:42]=1.CC1(C)C(C)(C)OB([C:83]2[CH:96]=[CH:95][C:86]([O:87][CH2:88][CH2:89][N:90]3[CH2:94][CH2:93][CH2:92][CH2:91]3)=[CH:85][CH:84]=2)O1, predict the reaction product. (7) Given the reactants Cl.[Cl:2][CH2:3][CH2:4][NH:5][C@H:6]([C:9]([OH:11])=[O:10])[CH2:7][SH:8].C([O-])(O)=O.[Na+].O.C([O-])(O)=O.[Na+], predict the reaction product. The product is: [ClH:2].[NH:5]1[CH2:4][CH2:3][S:8][CH2:7][C@H:6]1[C:9]([OH:11])=[O:10]. (8) Given the reactants [C:1]([OH:13])(=O)[C:2]1[CH:11]=[CH:10][C:9]2[C:4](=[CH:5][CH:6]=[CH:7][CH:8]=2)[N:3]=1.C(Cl)(=O)C(Cl)=O.[CH3:20][C:21]1[C:22]([CH2:27][N:28]([CH2:35][C:36]2[C:41]([CH3:42])=[CH:40][CH:39]=[CH:38][N:37]=2)[CH:29]2[CH2:34][CH2:33][NH:32][CH2:31][CH2:30]2)=[N:23][CH:24]=[CH:25][CH:26]=1.CCN(C(C)C)C(C)C, predict the reaction product. The product is: [CH3:20][C:21]1[C:22]([CH2:27][N:28]([CH2:35][C:36]2[C:41]([CH3:42])=[CH:40][CH:39]=[CH:38][N:37]=2)[CH:29]2[CH2:34][CH2:33][N:32]([C:1]([C:2]3[CH:11]=[CH:10][C:9]4[C:4](=[CH:5][CH:6]=[CH:7][CH:8]=4)[N:3]=3)=[O:13])[CH2:31][CH2:30]2)=[N:23][CH:24]=[CH:25][CH:26]=1. (9) Given the reactants [NH2:1][CH2:2][CH2:3][S:4]([CH3:7])(=[O:6])=[O:5].Cl[C:9]1[N:14]=[C:13]([C:15]2[S:19][C:18]([N:20]3[CH2:24][CH2:23][CH2:22][CH2:21]3)=[N:17][C:16]=2[C:25]2[CH:26]=[C:27]([NH:31][S:32]([C:35]3[C:40]([F:41])=[CH:39][CH:38]=[CH:37][C:36]=3[F:42])(=[O:34])=[O:33])[CH:28]=[CH:29][CH:30]=2)[CH:12]=[CH:11][N:10]=1, predict the reaction product. The product is: [F:42][C:36]1[CH:37]=[CH:38][CH:39]=[C:40]([F:41])[C:35]=1[S:32]([NH:31][C:27]1[CH:28]=[CH:29][CH:30]=[C:25]([C:16]2[N:17]=[C:18]([N:20]3[CH2:21][CH2:22][CH2:23][CH2:24]3)[S:19][C:15]=2[C:13]2[CH:12]=[CH:11][N:10]=[C:9]([NH:1][CH2:2][CH2:3][S:4]([CH3:7])(=[O:6])=[O:5])[N:14]=2)[CH:26]=1)(=[O:34])=[O:33]. (10) Given the reactants [CH2:1]([C:4]1[C:8]([CH2:9][CH2:10][CH2:11][OH:12])=[CH:7][N:6]([C:13]2[CH:18]=[CH:17][C:16]([C:19]([F:22])([F:21])[F:20])=[CH:15][N:14]=2)[N:5]=1)[CH2:2][CH3:3].O[C:24]1[CH:25]=[C:26]([C:30]([CH3:36])([CH3:35])[C:31]([O:33]C)=[O:32])[CH:27]=[CH:28][CH:29]=1.C(P(CCCC)CCCC)CCC.N(C(N1CCCCC1)=O)=NC(N1CCCCC1)=O, predict the reaction product. The product is: [CH3:36][C:30]([C:26]1[CH:27]=[CH:28][CH:29]=[C:24]([O:12][CH2:11][CH2:10][CH2:9][C:8]2[C:4]([CH2:1][CH2:2][CH3:3])=[N:5][N:6]([C:13]3[CH:18]=[CH:17][C:16]([C:19]([F:21])([F:20])[F:22])=[CH:15][N:14]=3)[CH:7]=2)[CH:25]=1)([CH3:35])[C:31]([OH:33])=[O:32].